From a dataset of Catalyst prediction with 721,799 reactions and 888 catalyst types from USPTO. Predict which catalyst facilitates the given reaction. (1) Reactant: [N+:1]([C:4]1[CH:5]=[C:6]([CH:15]=[CH:16][CH:17]=1)[CH2:7][CH2:8][N:9]1[CH2:14][CH2:13][CH2:12][CH2:11][CH2:10]1)([O-])=O.[H][H]. Product: [N:9]1([CH2:8][CH2:7][C:6]2[CH:5]=[C:4]([NH2:1])[CH:17]=[CH:16][CH:15]=2)[CH2:14][CH2:13][CH2:12][CH2:11][CH2:10]1. The catalyst class is: 446. (2) Reactant: [H-].[Na+].[Br:3][C:4]1[CH:5]=[C:6]2[C:10](=[CH:11][CH:12]=1)[NH:9][C:8]([C:13]([O:15][CH2:16][CH3:17])=[O:14])=[CH:7]2.[CH3:18][C:19]1[CH:26]=[CH:25][C:22]([CH2:23]Br)=[CH:21][CH:20]=1. Product: [Br:3][C:4]1[CH:5]=[C:6]2[C:10](=[CH:11][CH:12]=1)[N:9]([CH2:18][C:19]1[CH:26]=[CH:25][C:22]([CH3:23])=[CH:21][CH:20]=1)[C:8]([C:13]([O:15][CH2:16][CH3:17])=[O:14])=[CH:7]2. The catalyst class is: 3. (3) Reactant: [N:1]1([C:7]2[CH2:10][C:9](=[O:11])[CH:8]=2)[CH2:6][CH2:5][CH2:4][CH2:3][CH2:2]1.[BH4-].[Na+].CC(C)=O. Product: [N:1]1([C@@H:7]2[CH2:8][C@H:9]([OH:11])[CH2:10]2)[CH2:6][CH2:5][CH2:4][CH2:3][CH2:2]1. The catalyst class is: 162. (4) Reactant: [CH3:1][C@H:2]1[C@@:11]2([CH3:27])[C@H:12]([O:22][C:23]([CH2:25][OH:26])=[O:24])[CH2:13][C@:14]([CH:20]=[CH2:21])([CH3:19])[C@@H:15]([OH:18])[C@H:16]([CH3:17])[C@:5]3([C@@H:10]2[C:8](=[O:9])[CH2:7][CH2:6]3)[CH2:4][CH2:3]1.CCN(CC)CC.C1(C)C=CC=CC=1.[CH3:42][S:43](Cl)(=[O:45])=[O:44]. Product: [CH3:1][C@H:2]1[C@@:11]2([CH3:27])[C@H:12]([O:22][C:23]([CH2:25][OH:26])=[O:24])[CH2:13][C@:14]([CH:20]=[CH2:21])([CH3:19])[C@@H:15]([OH:18])[C@H:16]([CH3:17])[C@:5]3([C@@H:10]2[C:8](=[O:9])[CH2:7][CH2:6]3)[CH2:4][CH2:3]1.[S:43]([O-:45])(=[O:9])(=[O:44])[CH3:42]. The catalyst class is: 6. (5) Reactant: [CH2:1]1[C:9]2[C:4](=[CH:5][C:6]([S:10]([NH:13][C:14]3[CH:18]=[CH:17][S:16][C:15]=3[C:19]([O:21]C)=[O:20])(=[O:12])=[O:11])=[CH:7][CH:8]=2)[CH2:3][CH2:2]1.[OH-].[Na+]. Product: [CH2:1]1[C:9]2[C:4](=[CH:5][C:6]([S:10]([NH:13][C:14]3[CH:18]=[CH:17][S:16][C:15]=3[C:19]([OH:21])=[O:20])(=[O:11])=[O:12])=[CH:7][CH:8]=2)[CH2:3][CH2:2]1. The catalyst class is: 83. (6) Reactant: [CH2:1]([C:8]1([CH3:27])[C:13](=[O:14])[N:12]([CH3:15])[C:11](=[CH:16][C:17]2[CH:24]=[CH:23][CH:22]=[CH:21][C:18]=2[C:19]#[N:20])[C:10](=[O:25])[N:9]1[CH3:26])[C:2]1[CH:7]=[CH:6][CH:5]=[CH:4][CH:3]=1. Product: [CH2:1]([C:8]1([CH3:27])[C:13](=[O:14])[N:12]([CH3:15])[CH:11]([CH2:16][C:17]2[CH:24]=[CH:23][CH:22]=[CH:21][C:18]=2[C:19]#[N:20])[C:10](=[O:25])[N:9]1[CH3:26])[C:2]1[CH:3]=[CH:4][CH:5]=[CH:6][CH:7]=1. The catalyst class is: 19. (7) Reactant: [F:1][C:2]1[CH:3]=[C:4]([C:32](=[O:34])[CH3:33])[CH:5]=[CH:6][C:7]=1[N:8]1[CH2:13][CH2:12][N:11]([C:14]([C:16]2[CH:21]=[C:20]([S:22]([CH3:25])(=[O:24])=[O:23])[CH:19]=[CH:18][C:17]=2[N:26]2[CH2:31][CH2:30][CH2:29][CH2:28][CH2:27]2)=[O:15])[CH2:10][CH2:9]1.[BH4-].[Na+]. Product: [F:1][C:2]1[CH:3]=[C:4]([CH:32]([OH:34])[CH3:33])[CH:5]=[CH:6][C:7]=1[N:8]1[CH2:13][CH2:12][N:11]([C:14]([C:16]2[CH:21]=[C:20]([S:22]([CH3:25])(=[O:23])=[O:24])[CH:19]=[CH:18][C:17]=2[N:26]2[CH2:31][CH2:30][CH2:29][CH2:28][CH2:27]2)=[O:15])[CH2:10][CH2:9]1. The catalyst class is: 5. (8) Reactant: [N+:1]([C:4]1[CH:16]=[CH:15][CH:14]=[CH:13][C:5]=1[C:6]([O:8][C:9]([CH3:12])([CH3:11])[CH3:10])=[O:7])([O-])=O. Product: [NH2:1][C:4]1[CH:16]=[CH:15][CH:14]=[CH:13][C:5]=1[C:6]([O:8][C:9]([CH3:12])([CH3:11])[CH3:10])=[O:7]. The catalyst class is: 8.